Dataset: Reaction yield outcomes from USPTO patents with 853,638 reactions. Task: Predict the reaction yield, written as a fraction of the theoretical maximum amount of product (1.0 means a 100% yield; for example, 0.34 means a 34% yield). (1) The reactants are [CH2:1]1[C:4]2([O:9][CH2:8][CH:7]([O:10][C:11]3[CH:16]=[CH:15][N+:14]([O-])=[C:13]([CH3:18])[C:12]=3[CH3:19])[CH2:6][O:5]2)[CH2:3][CH2:2]1.C(OC(=O)C)(=[O:22])C.C(N(CC)CC)C. No catalyst specified. The product is [CH2:1]1[C:4]2([O:9][CH2:8][CH:7]([O:10][C:11]3[CH:16]=[CH:15][N:14]=[C:13]([CH2:18][OH:22])[C:12]=3[CH3:19])[CH2:6][O:5]2)[CH2:3][CH2:2]1. The yield is 0.496. (2) The reactants are [OH:1][C:2]1[CH:11]=[C:10]2[C:5]([C:6](=[O:20])[N:7]([CH2:12][O:13][C:14](=[O:19])[C:15]([CH3:18])([CH3:17])[CH3:16])[CH:8]=[N:9]2)=[CH:4][C:3]=1[O:21][CH3:22].C(=O)([O-])[O-].[K+].[K+].[Cl:29][CH:30](Cl)[CH3:31]. The catalyst is CN(C=O)C. The product is [Cl:29][CH2:30][CH2:31][O:1][C:2]1[CH:11]=[C:10]2[C:5]([C:6](=[O:20])[N:7]([CH2:12][O:13][C:14](=[O:19])[C:15]([CH3:16])([CH3:17])[CH3:18])[CH:8]=[N:9]2)=[CH:4][C:3]=1[O:21][CH3:22]. The yield is 0.660. (3) The reactants are [CH2:1]([N:5]1[C:10]([O:11][C:12]2[CH:17]=[C:16]([CH3:18])[CH:15]=[C:14]([CH3:19])[CH:13]=2)=[C:9]([CH:20]([CH3:22])[CH3:21])[C:8](=[O:23])[NH:7][C:6]1=[O:24])[C:2]#[C:3][CH3:4]. The catalyst is CO.[Pd]. The product is [CH2:1]([N:5]1[C:10]([O:11][C:12]2[CH:13]=[C:14]([CH3:19])[CH:15]=[C:16]([CH3:18])[CH:17]=2)=[C:9]([CH:20]([CH3:21])[CH3:22])[C:8](=[O:23])[NH:7][C:6]1=[O:24])[CH:2]=[CH:3][CH3:4]. The yield is 1.00. (4) The reactants are C(OC([N:8]1[CH2:14][CH2:13][CH2:12][N:11]([CH2:15][C:16]2[C:24]3[O:23][CH:22]=[CH:21][C:20]=3[CH:19]=[C:18]([NH2:25])[CH:17]=2)[CH2:10][CH2:9]1)=O)(C)(C)C.[Cl:26][C:27]1[CH:32]=[CH:31][CH:30]=[CH:29][C:28]=1[S:33](Cl)(=[O:35])=[O:34]. No catalyst specified. The product is [ClH:26].[ClH:26].[Cl:26][C:27]1[CH:32]=[CH:31][CH:30]=[CH:29][C:28]=1[S:33]([NH:25][C:18]1[CH:17]=[C:16]([CH2:15][N:11]2[CH2:12][CH2:13][CH2:14][NH:8][CH2:9][CH2:10]2)[C:24]2[O:23][CH:22]=[CH:21][C:20]=2[CH:19]=1)(=[O:35])=[O:34]. The yield is 0.330.